From a dataset of Reaction yield outcomes from USPTO patents with 853,638 reactions. Predict the reaction yield, written as a fraction of the theoretical maximum amount of product (1.0 means a 100% yield; for example, 0.34 means a 34% yield). The reactants are [CH3:1][O:2][C:3]([C:5]1[CH:13]=[C:12]2[C:8]([C:9]3[CH:17]=[C:16]([CH3:18])[CH:15]=[N:14][C:10]=3[NH:11]2)=[C:7](N)[CH:6]=1)=[O:4].[I:20]C1C=C(C#N)C=C2C=1C1C=C(C)C=NC=1N2. No catalyst specified. The product is [CH3:1][O:2][C:3]([C:5]1[CH:13]=[C:12]2[C:8]([C:9]3[CH:17]=[C:16]([CH3:18])[CH:15]=[N:14][C:10]=3[NH:11]2)=[C:7]([I:20])[CH:6]=1)=[O:4]. The yield is 0.690.